This data is from Reaction yield outcomes from USPTO patents with 853,638 reactions. The task is: Predict the reaction yield, written as a fraction of the theoretical maximum amount of product (1.0 means a 100% yield; for example, 0.34 means a 34% yield). (1) The reactants are [CH:1]([O:4][C:5](=[O:13])[C:6]1[CH:11]=[C:10](Cl)[CH:9]=[CH:8][N:7]=1)([CH3:3])[CH3:2].CC1(C)C(C)(C)OB([C:22]2[CH:23]=[C:24]3[NH:30][CH:29]=[CH:28][C:25]3=[N:26][CH:27]=2)O1.C(=O)([O-])[O-].[K+].[K+]. The catalyst is C1(C)C=CC=CC=1. The product is [NH:30]1[C:24]2[C:25](=[N:26][CH:27]=[C:22]([C:10]3[CH:9]=[CH:8][N:7]=[C:6]([C:5]([O:4][CH:1]([CH3:3])[CH3:2])=[O:13])[CH:11]=3)[CH:23]=2)[CH:28]=[CH:29]1. The yield is 0.570. (2) The reactants are [F:1][C:2]1[CH:3]=[C:4]([CH:38]=[CH:39][CH:40]=1)[C:5]([C:7]1[CH:8]=[C:9]2[C:15]3([CH2:20][CH2:19][N:18]([C:21]([O:23][C:24]([CH3:27])([CH3:26])[CH3:25])=[O:22])[CH2:17][CH2:16]3)[CH2:14][N:13]([C:28]3[C:29]4[C@H:36]([CH3:37])[CH2:35][CH2:34][C:30]=4[N:31]=[CH:32][N:33]=3)[C:10]2=[CH:11][CH:12]=1)=[O:6].[BH4-].[Na+]. The catalyst is CO. The product is [F:1][C:2]1[CH:3]=[C:4]([CH:5]([OH:6])[C:7]2[CH:8]=[C:9]3[C:15]4([CH2:20][CH2:19][N:18]([C:21]([O:23][C:24]([CH3:27])([CH3:26])[CH3:25])=[O:22])[CH2:17][CH2:16]4)[CH2:14][N:13]([C:28]4[C:29]5[C@H:36]([CH3:37])[CH2:35][CH2:34][C:30]=5[N:31]=[CH:32][N:33]=4)[C:10]3=[CH:11][CH:12]=2)[CH:38]=[CH:39][CH:40]=1. The yield is 0.740. (3) The product is [CH3:1][O:2][C:3]1[CH:28]=[C:27]([O:29][CH3:30])[CH:26]=[CH:25][C:4]=1[CH2:5][N:6]([C:19]1[CH:24]=[CH:23][N:22]=[CH:21][N:20]=1)[S:7]([C:10]1[CH:15]=[C:14]([F:16])[C:13]([O:42][C@H:38]2[CH2:39][CH2:40][CH2:41][C@@H:37]2[C:36]2[N:32]([CH3:31])[N:33]=[CH:34][CH:35]=2)=[CH:12][C:11]=1[F:18])(=[O:8])=[O:9]. The reactants are [CH3:1][O:2][C:3]1[CH:28]=[C:27]([O:29][CH3:30])[CH:26]=[CH:25][C:4]=1[CH2:5][N:6]([C:19]1[CH:24]=[CH:23][N:22]=[CH:21][N:20]=1)[S:7]([C:10]1[CH:15]=[C:14]([F:16])[C:13](F)=[CH:12][C:11]=1[F:18])(=[O:9])=[O:8].[CH3:31][N:32]1[C:36]([C@H:37]2[CH2:41][CH2:40][CH2:39][C@@H:38]2[OH:42])=[CH:35][CH:34]=[N:33]1.[H-].[Na+].O. The catalyst is CN(C=O)C. The yield is 0.880. (4) The reactants are [Br:1][C:2]1[C:3]([N:21]2[CH2:26][CH2:25][CH2:24][C@@H:23]([NH:27]C(=O)OC(C)(C)C)[CH2:22]2)=[C:4]2[C:10]([NH:11][C:12](=[O:20])[C:13]3[CH:18]=[CH:17][C:16]([CH3:19])=[N:15][CH:14]=3)=[CH:9][NH:8][C:5]2=[N:6][CH:7]=1.C(O)(C(F)(F)F)=O.C(Cl)[Cl:43]. No catalyst specified. The product is [ClH:43].[NH2:27][C@@H:23]1[CH2:24][CH2:25][CH2:26][N:21]([C:3]2[C:2]([Br:1])=[CH:7][N:6]=[C:5]3[NH:8][CH:9]=[C:10]([NH:11][C:12](=[O:20])[C:13]4[CH:18]=[CH:17][C:16]([CH3:19])=[N:15][CH:14]=4)[C:4]=23)[CH2:22]1. The yield is 0.330. (5) The reactants are [NH:1]1[C:9]2[C:4](=[CH:5][CH:6]=[CH:7][CH:8]=2)[C:3]([CH2:10][C:11]([O:13][CH2:14][CH3:15])=[O:12])=[N:2]1.C(=O)([O-])[O-].[Cs+].[Cs+].[N+:22]([C:25]1[CH:32]=[CH:31][C:28]([CH2:29]Br)=[CH:27][CH:26]=1)([O-:24])=[O:23]. The catalyst is O1CCCC1. The product is [N+:22]([C:25]1[CH:32]=[CH:31][C:28]([CH2:29][N:1]2[C:9]3[C:4](=[CH:5][CH:6]=[CH:7][CH:8]=3)[C:3]([CH2:10][C:11]([O:13][CH2:14][CH3:15])=[O:12])=[N:2]2)=[CH:27][CH:26]=1)([O-:24])=[O:23]. The yield is 0.781.